Dataset: Reaction yield outcomes from USPTO patents with 853,638 reactions. Task: Predict the reaction yield, written as a fraction of the theoretical maximum amount of product (1.0 means a 100% yield; for example, 0.34 means a 34% yield). (1) The reactants are [F:1][C:2]([F:15])([F:14])[S:3]([O:6]S(C(F)(F)F)(=O)=O)(=[O:5])=[O:4].[N:16]1([CH2:23][CH2:24][O:25][C:26]2[CH:45]=[CH:44][C:29]([O:30][C:31]3[C:40]4[C:35](=[CH:36][C:37]([O:41][CH3:42])=[CH:38][CH:39]=4)[CH:34]=[CH:33][C:32]=3O)=[CH:28][CH:27]=2)[CH2:22][CH2:21][CH2:20][CH2:19][CH2:18][CH2:17]1.C(N(CC)CC)C.C(Cl)Cl. The catalyst is [Cl-].[Na+].O. The product is [N:16]1([CH2:23][CH2:24][O:25][C:26]2[CH:27]=[CH:28][C:29]([O:30][C:31]3[C:40]4[C:35](=[CH:36][C:37]([O:41][CH3:42])=[CH:38][CH:39]=4)[CH:34]=[CH:33][C:32]=3[O:6][S:3]([C:2]([F:15])([F:14])[F:1])(=[O:5])=[O:4])=[CH:44][CH:45]=2)[CH2:22][CH2:21][CH2:20][CH2:19][CH2:18][CH2:17]1. The yield is 0.990. (2) The reactants are C([O:3][C:4](=[O:30])[C:5]1[CH:10]=[CH:9][CH:8]=[C:7]([CH:11]2[CH2:16][CH2:15][N:14]([C:17](=[O:29])[CH2:18][N:19]3[C:23]([CH3:24])=[CH:22][C:21]([C:25]([F:28])([F:27])[F:26])=[N:20]3)[CH2:13][CH2:12]2)[CH:6]=1)C.[OH-].[Na+]. The catalyst is CO. The product is [CH3:24][C:23]1[N:19]([CH2:18][C:17]([N:14]2[CH2:15][CH2:16][CH:11]([C:7]3[CH:6]=[C:5]([CH:10]=[CH:9][CH:8]=3)[C:4]([OH:30])=[O:3])[CH2:12][CH2:13]2)=[O:29])[N:20]=[C:21]([C:25]([F:28])([F:26])[F:27])[CH:22]=1. The yield is 0.590. (3) The reactants are [CH2:1]([C:10]1([C:13]2[CH:20]=[CH:19][C:16]([CH:17]=[O:18])=[CH:15][CH:14]=2)[CH2:12][CH2:11]1)[CH2:2][CH2:3][CH2:4][CH2:5][CH2:6][CH2:7][CH2:8][CH3:9].C(C1(C2C=CC(C=O)=CC=2)CC1)C.[BH4-].[K+]. No catalyst specified. The product is [CH2:1]([C:10]1([C:13]2[CH:14]=[CH:15][C:16]([CH2:17][OH:18])=[CH:19][CH:20]=2)[CH2:11][CH2:12]1)[CH2:2][CH2:3][CH2:4][CH2:5][CH2:6][CH2:7][CH2:8][CH3:9]. The yield is 0.970. (4) The reactants are [NH2:1][CH:2]1[C:11]2[CH:10]=[N:9][CH:8]=[C:7]([C:12]3[CH:19]=[CH:18][C:15]([C:16]#[N:17])=[CH:14][CH:13]=3)[C:6]=2[CH2:5][CH2:4][CH2:3]1.[C:20](Cl)(=[O:22])[CH3:21].CCN(CC)CC.CO. The catalyst is C(Cl)Cl. The product is [C:16]([C:15]1[CH:14]=[CH:13][C:12]([C:7]2[C:6]3[CH2:5][CH2:4][CH2:3][CH:2]([NH:1][C:20](=[O:22])[CH3:21])[C:11]=3[CH:10]=[N:9][CH:8]=2)=[CH:19][CH:18]=1)#[N:17]. The yield is 0.440. (5) The reactants are [C:1]1(=[O:6])[O:5][CH2:4][CH2:3][CH2:2]1.[Cl:7][C:8]1[CH:15]=[C:14]([Cl:16])[CH:13]=[CH:12][C:9]=1[CH2:10]I. No catalyst specified. The product is [Cl:7][C:8]1[CH:15]=[C:14]([Cl:16])[CH:13]=[CH:12][C:9]=1[CH2:10][CH:2]1[CH2:3][CH2:4][O:5][C:1]1=[O:6]. The yield is 0.780. (6) The reactants are Br.[NH2:2][C:3]1[N:11]=[CH:10][C:9]([Br:12])=[CH:8][C:4]=1[C:5](O)=[O:6].[Cl-].[NH4+].CC[N:17](CC)CC.C(P(C#N)(CC)=O)C. The catalyst is C(COC)OC. The product is [NH2:2][C:3]1[N:11]=[CH:10][C:9]([Br:12])=[CH:8][C:4]=1[C:5]([NH2:17])=[O:6]. The yield is 0.440. (7) The reactants are [C:1]([NH:8][CH2:9][CH2:10][C:11]1[CH:17]=[CH:16][C:14]([NH2:15])=[CH:13][CH:12]=1)([O:3][C:4]([CH3:7])([CH3:6])[CH3:5])=[O:2].O[CH:19](O)[C:20]([C:22]1[CH:27]=[CH:26][CH:25]=[CH:24][CH:23]=1)=[O:21].[BH3-]C#N.[Na+]. The catalyst is CO. The product is [C:22]1([CH:20]([OH:21])[CH2:19][NH:15][C:14]2[CH:16]=[CH:17][C:11]([CH2:10][CH2:9][NH:8][C:1]([O:3][C:4]([CH3:6])([CH3:7])[CH3:5])=[O:2])=[CH:12][CH:13]=2)[CH:27]=[CH:26][CH:25]=[CH:24][CH:23]=1. The yield is 0.910.